From a dataset of Peptide-MHC class II binding affinity with 134,281 pairs from IEDB. Regression. Given a peptide amino acid sequence and an MHC pseudo amino acid sequence, predict their binding affinity value. This is MHC class II binding data. (1) The peptide sequence is AAIHEMFVNTLVASS. The MHC is DRB5_0101 with pseudo-sequence DRB5_0101. The binding affinity (normalized) is 0.415. (2) The peptide sequence is FRHLAREKNPRLCTK. The MHC is DRB3_0101 with pseudo-sequence DRB3_0101. The binding affinity (normalized) is 0.326. (3) The peptide sequence is EKKYHAATQFEPLAA. The MHC is DRB1_1001 with pseudo-sequence DRB1_1001. The binding affinity (normalized) is 0.526. (4) The peptide sequence is LSPISNMVSMANNHV. The MHC is DRB1_0405 with pseudo-sequence DRB1_0405. The binding affinity (normalized) is 0.180. (5) The peptide sequence is GNGWMIKETACLSKA. The MHC is DRB1_1301 with pseudo-sequence DRB1_1301. The binding affinity (normalized) is 0.699. (6) The peptide sequence is EENEGDNACKRTYSD. The MHC is DRB1_1301 with pseudo-sequence DRB1_1301. The binding affinity (normalized) is 0.